From a dataset of Catalyst prediction with 721,799 reactions and 888 catalyst types from USPTO. Predict which catalyst facilitates the given reaction. The catalyst class is: 11. Product: [C:1]1([C:7]2[CH:11]([C:12]3[CH:17]=[CH:16][C:15]([O:18][C:37](=[O:41])[C:38]([CH3:40])=[CH2:39])=[CH:14][CH:13]=3)[C:10]([C:19]3[CH:24]=[CH:23][CH:22]=[CH:21][CH:20]=3)=[C:9]([C:25]3[CH:30]=[CH:29][CH:28]=[CH:27][CH:26]=3)[C:8]=2[C:31]2[CH:36]=[CH:35][CH:34]=[CH:33][CH:32]=2)[CH:2]=[CH:3][CH:4]=[CH:5][CH:6]=1. Reactant: [C:1]1([C:7]2[CH:11]([C:12]3[CH:17]=[CH:16][C:15]([OH:18])=[CH:14][CH:13]=3)[C:10]([C:19]3[CH:24]=[CH:23][CH:22]=[CH:21][CH:20]=3)=[C:9]([C:25]3[CH:30]=[CH:29][CH:28]=[CH:27][CH:26]=3)[C:8]=2[C:31]2[CH:36]=[CH:35][CH:34]=[CH:33][CH:32]=2)[CH:6]=[CH:5][CH:4]=[CH:3][CH:2]=1.[C:37](O[C:37](=[O:41])[C:38]([CH3:40])=[CH2:39])(=[O:41])[C:38]([CH3:40])=[CH2:39].